Dataset: Forward reaction prediction with 1.9M reactions from USPTO patents (1976-2016). Task: Predict the product of the given reaction. (1) Given the reactants [F:1][C:2]1[CH:9]=[CH:8][C:5]([C:6]#[N:7])=[CH:4][C:3]=1[CH:10]([OH:19])[CH2:11][CH2:12][C:13]1[CH:18]=[CH:17][CH:16]=[CH:15][CH:14]=1.N1C=CC=C(S(O)(=O)=O)C=1.C(N(CC)CC)C.O, predict the reaction product. The product is: [F:1][C:2]1[CH:9]=[CH:8][C:5]([C:6]#[N:7])=[CH:4][C:3]=1[C:10](=[O:19])[CH2:11][CH2:12][C:13]1[CH:14]=[CH:15][CH:16]=[CH:17][CH:18]=1. (2) The product is: [C:9]([C:8]([C:5]1[CH:6]=[CH:7][C:2]([F:1])=[CH:3][CH:4]=1)=[C:11]([C:12]1[CH:17]=[CH:16][N:15]=[CH:14][CH:13]=1)[OH:18])#[N:10]. Given the reactants [F:1][C:2]1[CH:7]=[CH:6][C:5]([CH2:8][C:9]#[N:10])=[CH:4][CH:3]=1.[C:11](OCC)(=[O:18])[C:12]1[CH:17]=[CH:16][N:15]=[CH:14][CH:13]=1.[O-]CC.[Na+], predict the reaction product. (3) Given the reactants [Cl:1][C:2]1[CH:16]=[CH:15][CH:14]=[CH:13][C:3]=1[C:4]([C:6]1[CH:11]=[CH:10][C:9]([Cl:12])=[CH:8][CH:7]=1)=[O:5].[BH4-].[Na+], predict the reaction product. The product is: [Cl:1][C:2]1[CH:16]=[CH:15][CH:14]=[CH:13][C:3]=1[CH:4]([OH:5])[C:6]1[CH:7]=[CH:8][C:9]([Cl:12])=[CH:10][CH:11]=1. (4) The product is: [F:35][C:30]1[CH:29]=[C:28]([CH2:27][C@@H:26]([C:36]2[C:41]([C:42]3[CH:43]=[CH:44][C:45]([F:51])=[C:46]([CH:50]=3)[C:47]([NH2:49])=[O:48])=[CH:40][CH:39]=[CH:38][N:37]=2)[NH:25][C:13](=[O:15])[CH2:12][C:6]2[C:5]3[C:9](=[CH:10][CH:11]=[C:3]([C:2]([F:1])([F:17])[F:16])[CH:4]=3)[NH:8][CH:7]=2)[CH:33]=[C:32]([F:34])[CH:31]=1. Given the reactants [F:1][C:2]([F:17])([F:16])[C:3]1[CH:4]=[C:5]2[C:9](=[CH:10][CH:11]=1)[NH:8][CH:7]=[C:6]2[CH2:12][C:13]([OH:15])=O.FC(F)(F)C(O)=O.[NH2:25][C@H:26]([C:36]1[C:41]([C:42]2[CH:43]=[CH:44][C:45]([F:51])=[C:46]([CH:50]=2)[C:47]([NH2:49])=[O:48])=[CH:40][CH:39]=[CH:38][N:37]=1)[CH2:27][C:28]1[CH:33]=[C:32]([F:34])[CH:31]=[C:30]([F:35])[CH:29]=1.CN(C(ON1N=NC2C=CC=NC1=2)=[N+](C)C)C.F[P-](F)(F)(F)(F)F.CCN(C(C)C)C(C)C, predict the reaction product. (5) Given the reactants [C:1]([O:5][NH:6][C:7](=[O:28])[C@H:8]([NH:13][S:14]([C:17]1[CH:22]=[CH:21][C:20]([O:23][CH2:24][C:25]#[C:26][CH3:27])=[CH:19][CH:18]=1)(=[O:16])=[O:15])[CH2:9][CH2:10][CH2:11][NH2:12])([CH3:4])([CH3:3])[CH3:2].C(N(CC)CC)C.[S:36]1[CH:40]=[CH:39][CH:38]=[C:37]1[C:41](Cl)=[O:42], predict the reaction product. The product is: [CH2:24]([O:23][C:20]1[CH:21]=[CH:22][C:17]([S:14]([NH:13][C@@H:8]([C:7]([NH:6][O:5][C:1]([CH3:2])([CH3:4])[CH3:3])=[O:28])[CH2:9][CH2:10][CH2:11][NH:12][C:41]([C:37]2[S:36][CH:40]=[CH:39][CH:38]=2)=[O:42])(=[O:16])=[O:15])=[CH:18][CH:19]=1)[C:25]#[C:26][CH3:27]. (6) Given the reactants B(Br)(Br)Br.O1C2C=CC=CC=2C=N1.[CH2:14]([O:16][C:17]1[C:21]2[CH:22]=[CH:23][C:24]([O:26]C)=[CH:25][C:20]=2[O:19][N:18]=1)[CH3:15].C([O-])(O)=O.[Na+].[Na+].[Cl-], predict the reaction product. The product is: [CH2:14]([O:16][C:17]1[C:21]2[CH:22]=[CH:23][C:24]([OH:26])=[CH:25][C:20]=2[O:19][N:18]=1)[CH3:15].